From a dataset of Reaction yield outcomes from USPTO patents with 853,638 reactions. Predict the reaction yield, written as a fraction of the theoretical maximum amount of product (1.0 means a 100% yield; for example, 0.34 means a 34% yield). (1) The product is [Cl:9][C:10]1[CH:11]=[C:12]2[C:17](=[CH:18][CH:19]=1)[N:16]([CH3:20])[C:15](=[O:21])[C:14]([C:22]#[N:23])=[C:13]2[N:24]1[CH2:25][CH2:26][N:27]([C:6]([C:2]2[S:1][CH:5]=[CH:4][CH:3]=2)=[O:7])[CH2:28][CH2:29]1. The yield is 0.830. The reactants are [S:1]1[CH:5]=[CH:4][CH:3]=[C:2]1[C:6](Cl)=[O:7].[Cl:9][C:10]1[CH:11]=[C:12]2[C:17](=[CH:18][CH:19]=1)[N:16]([CH3:20])[C:15](=[O:21])[C:14]([C:22]#[N:23])=[C:13]2[N:24]1[CH2:29][CH2:28][NH:27][CH2:26][CH2:25]1. The catalyst is N1C=CC=CC=1. (2) The reactants are O[CH:2]1[C:11]2[N:10]=[CH:9][CH:8]=[C:7]([O:12][CH3:13])[C:6]=2[CH2:5][CH2:4][CH2:3]1.[NH2:14]C1C2N=CC=CC=2CCC1. No catalyst specified. The product is [NH2:14][CH:2]1[C:11]2[N:10]=[CH:9][CH:8]=[C:7]([O:12][CH3:13])[C:6]=2[CH2:5][CH2:4][CH2:3]1. The yield is 0.680. (3) No catalyst specified. The reactants are [C:1]([O:5][C:6]([NH:8][C@H:9]1[C@@H:14]([NH:15][C:16]([O:18][CH3:19])=[O:17])[C@@H:13]([CH3:20])[CH2:12][N:11]([C:21]2[CH:26]=[CH:25][N:24]=[CH:23][C:22]=2[N:27](C(OC(C)(C)C)=O)C(OC(C)(C)C)=O)[CH2:10]1)=[O:7])([CH3:4])([CH3:3])[CH3:2].Cl.O1CCOCC1.CCN(C(C)C)C(C)C.C(OC(ON1C(=O)CCC1=O)=O)(C)(C)C. The yield is 0.760. The product is [NH2:27][C:22]1[CH:23]=[N:24][CH:25]=[CH:26][C:21]=1[N:11]1[CH2:12][C@H:13]([CH3:20])[C@H:14]([NH:15][C:16](=[O:17])[O:18][CH3:19])[C@H:9]([NH:8][C:6](=[O:7])[O:5][C:1]([CH3:4])([CH3:3])[CH3:2])[CH2:10]1. (4) The reactants are [CH3:1][O:2][C:3]([C:8]1[CH:13]=[CH:12][CH:11]=[CH:10][CH:9]=1)(OC)OC.[N:14]#[C:15][NH2:16].C(OC(=O)C)(=O)C. The catalyst is C(O)(=O)C. The product is [C:15](/[N:16]=[C:3](\[O:2][CH3:1])/[C:8]1[CH:13]=[CH:12][CH:11]=[CH:10][CH:9]=1)#[N:14]. The yield is 0.792. (5) The yield is 0.0850. The catalyst is C1COCC1.Cl.C(OCC)(=O)C. The product is [C:1]([C:5]1[N:10]=[C:9]([NH:11][C:12]([C:14]2[CH:36]=[CH:35][C:17]([O:18][C:19]3[CH:28]=[C:27]4[C:22]([CH:23]([C:29]([OH:31])=[O:30])[CH2:24][CH2:25][O:26]4)=[CH:21][C:20]=3[Cl:34])=[CH:16][CH:15]=2)=[O:13])[CH:8]=[CH:7][CH:6]=1)([CH3:4])([CH3:2])[CH3:3]. The reactants are [C:1]([C:5]1[N:10]=[C:9]([NH:11][C:12]([C:14]2[CH:36]=[CH:35][C:17]([O:18][C:19]3[CH:28]=[C:27]4[C:22]([CH:23]([C:29]([O:31]CC)=[O:30])[CH2:24][CH2:25][O:26]4)=[CH:21][C:20]=3[Cl:34])=[CH:16][CH:15]=2)=[O:13])[CH:8]=[CH:7][CH:6]=1)([CH3:4])([CH3:3])[CH3:2].[OH-].[Na+].C(O)C. (6) The reactants are C(=O)([O-])[O-].[K+].[K+].Br[CH2:8][C:9]1[S:13][CH:12]=[C:11]([C:14]2[CH:19]=[C:18]([NH:20][CH:21]3[CH2:23][CH2:22]3)[N:17]3[N:24]=[CH:25][C:26]([CH:27]=[O:28])=[C:16]3[N:15]=2)[CH:10]=1.[NH:29]1[CH2:33][CH2:32][CH2:31][CH2:30]1.O. The catalyst is CN(C=O)C. The product is [CH:21]1([NH:20][C:18]2[N:17]3[N:24]=[CH:25][C:26]([CH:27]=[O:28])=[C:16]3[N:15]=[C:14]([C:11]3[CH:10]=[C:9]([CH2:8][N:29]4[CH2:33][CH2:32][CH2:31][CH2:30]4)[S:13][CH:12]=3)[CH:19]=2)[CH2:23][CH2:22]1. The yield is 0.540.